From a dataset of M1 muscarinic receptor agonist screen with 61,833 compounds. Binary Classification. Given a drug SMILES string, predict its activity (active/inactive) in a high-throughput screening assay against a specified biological target. (1) The drug is S(=O)(=O)(N(C)C)c1ccc(cc1)C(=O)Nc1c(OC(F)(F)C(F)F)cccc1. The result is 0 (inactive). (2) The molecule is O=C(NC1CC2N(C(C1)CCC2)C(=O)Nc1c(OCC)cccc1)C1CC1. The result is 0 (inactive). (3) The result is 0 (inactive). The drug is S(=O)(=O)(N1CC(CCC1)C(=O)Nc1c(OCC)ccc(OCC)c1)c1[nH]cnc1.